Dataset: Peptide-MHC class I binding affinity with 185,985 pairs from IEDB/IMGT. Task: Regression. Given a peptide amino acid sequence and an MHC pseudo amino acid sequence, predict their binding affinity value. This is MHC class I binding data. The peptide sequence is VLAARLKRSA. The MHC is HLA-A68:02 with pseudo-sequence HLA-A68:02. The binding affinity (normalized) is 0.